The task is: Predict the reaction yield, written as a fraction of the theoretical maximum amount of product (1.0 means a 100% yield; for example, 0.34 means a 34% yield).. This data is from Reaction yield outcomes from USPTO patents with 853,638 reactions. (1) The reactants are C1(P(C2C=CC=CC=2)C2C=CC=CC=2)C=CC=CC=1.BrN1C(=O)CCC1=O.[CH:28]1([CH2:33][CH:34]([C:38]2[CH:43]=[CH:42][C:41]([S:44]([CH3:47])(=[O:46])=[O:45])=[C:40]([N:48]3[C:52]([CH3:53])=[N:51][N:50]=[N:49]3)[CH:39]=2)[C:35](O)=[O:36])[CH2:32][CH2:31][CH2:30][CH2:29]1.[NH2:54][C:55]1[S:56][CH:57]=[CH:58][N:59]=1. The catalyst is C(Cl)Cl. The product is [CH:28]1([CH2:33][CH:34]([C:38]2[CH:43]=[CH:42][C:41]([S:44]([CH3:47])(=[O:45])=[O:46])=[C:40]([N:48]3[C:52]([CH3:53])=[N:51][N:50]=[N:49]3)[CH:39]=2)[C:35]([NH:54][C:55]2[S:56][CH:57]=[CH:58][N:59]=2)=[O:36])[CH2:29][CH2:30][CH2:31][CH2:32]1. The yield is 0.410. (2) The reactants are C1([NH:7][C:8]([C:10]2[C:11](=[O:22])[N:12]([CH3:21])[C:13]3[C:18]([C:19]=2O)=[CH:17][CH:16]=[CH:15][CH:14]=3)=O)CCCCC1.P(Cl)(Cl)([Cl:25])=O. No catalyst specified. The product is [Cl:25][C:19]1[C:18]2[C:13](=[CH:14][CH:15]=[CH:16][CH:17]=2)[N:12]([CH3:21])[C:11](=[O:22])[C:10]=1[C:8]#[N:7]. The yield is 0.820. (3) The reactants are [CH:1]1[C:13]2[NH:12][C:11]3[C:6](=[CH:7][CH:8]=[CH:9][CH:10]=3)[C:5]=2[CH:4]=[CH:3][CH:2]=1.[OH-].[K+].[CH2:16]([C@H:18]1[O:20][CH2:19]1)Cl. The catalyst is CN(C)C=O. The product is [O:20]1[CH2:19][C@H:18]1[CH2:16][N:12]1[C:11]2[CH:10]=[CH:9][CH:8]=[CH:7][C:6]=2[C:5]2[C:13]1=[CH:1][CH:2]=[CH:3][CH:4]=2. The yield is 0.580. (4) The reactants are C(OP([CH2:9][C:10]1[CH:11]=[C:12]([CH:17]=[CH:18][CH:19]=1)[C:13]([O:15][CH3:16])=[O:14])(OCC)=O)C.[H-].[Na+].[CH:22](=O)[C:23]1[CH:28]=[CH:27][CH:26]=[C:25]([O:29][CH3:30])[CH:24]=1. The catalyst is C1COCC1. The product is [CH3:16][O:15][C:13](=[O:14])[C:12]1[CH:17]=[CH:18][CH:19]=[C:10](/[CH:9]=[CH:22]/[C:23]2[CH:28]=[CH:27][CH:26]=[C:25]([O:29][CH3:30])[CH:24]=2)[CH:11]=1. The yield is 0.780. (5) The reactants are [C:1]([NH:9][NH:10][C:11]([NH:13][C:14]1[CH:42]=[CH:41][C:17]([O:18][C:19]2[CH:24]=[CH:23][N:22]=[C:21]3[CH:25]=[C:26]([C:28]4[CH2:33][CH2:32][N:31](C(OC(C)(C)C)=O)[CH2:30][CH:29]=4)[S:27][C:20]=23)=[C:16]([F:43])[CH:15]=1)=[O:12])(=[O:8])[C:2]1[CH:7]=[CH:6][CH:5]=[CH:4][CH:3]=1. The catalyst is C(O)(C(F)(F)F)=O. The product is [C:1]([NH:9][NH:10][C:11]([NH:13][C:14]1[CH:42]=[CH:41][C:17]([O:18][C:19]2[CH:24]=[CH:23][N:22]=[C:21]3[CH:25]=[C:26]([C:28]4[CH2:33][CH2:32][NH:31][CH2:30][CH:29]=4)[S:27][C:20]=23)=[C:16]([F:43])[CH:15]=1)=[O:12])(=[O:8])[C:2]1[CH:7]=[CH:6][CH:5]=[CH:4][CH:3]=1. The yield is 0.990. (6) The yield is 0.260. The product is [F:1][C:2]1[CH:3]=[CH:4][C:5]([CH2:6][N:7]2[CH:11]=[C:10]([NH:12][C:13]([N:35]3[CH2:36][CH2:37][CH:33]([S:30]([C:24]4[CH:25]=[CH:26][CH:27]=[CH:28][CH:29]=4)(=[O:32])=[O:31])[CH2:34]3)=[O:21])[CH:9]=[N:8]2)=[CH:22][CH:23]=1. The reactants are [F:1][C:2]1[CH:23]=[CH:22][C:5]([CH2:6][N:7]2[CH:11]=[C:10]([NH:12][C:13](=[O:21])OC3C=CC=CC=3)[CH:9]=[N:8]2)=[CH:4][CH:3]=1.[C:24]1([S:30]([CH:33]2[CH2:37][CH2:36][NH:35][CH2:34]2)(=[O:32])=[O:31])[CH:29]=[CH:28][CH:27]=[CH:26][CH:25]=1.C(N(CC)CC)C. The catalyst is CN(C)C=O. (7) The reactants are [NH2:1][C:2]1[CH:7]=[C:6]([F:8])[CH:5]=[CH:4][C:3]=1[C:9]([C:11]1[S:12][CH:13]=[CH:14][CH:15]=1)=[O:10].NC1C=C(F)C=CC=1[C:19](O)=[O:20].[NH2:27][C:28]1[S:29][CH:30]=[CH:31][N:32]=1. No catalyst specified. The product is [F:8][C:6]1[CH:5]=[CH:4][C:3]([C:9]([C:11]2[S:12][CH:13]=[CH:14][CH:15]=2)=[O:10])=[C:2]([NH:1][C:19]([NH:27][C:28]2[S:29][CH:30]=[CH:31][N:32]=2)=[O:20])[CH:7]=1. The yield is 0.650. (8) The reactants are [O:1]1[C:5]2[CH:6]=[CH:7][C:8]([S:10][C:11]3[N:12](CC4C=CC(OC)=CC=4)[C:13]4[CH:18]=[CH:17][N:16]=[C:15]([NH2:19])[C:14]=4[N:20]=3)=[CH:9][C:4]=2[CH:3]=[CH:2]1. The catalyst is FC(F)(F)C(O)=O. The product is [O:1]1[C:5]2[CH:6]=[CH:7][C:8]([S:10][C:11]3[NH:12][C:13]4[CH:18]=[CH:17][N:16]=[C:15]([NH2:19])[C:14]=4[N:20]=3)=[CH:9][C:4]=2[CH:3]=[CH:2]1. The yield is 0.890. (9) The reactants are [C:1]([O-:4])([OH:3])=O.[Na+].[CH2:6]([O:9][C:10]([C@H:12]1[CH2:17][CH2:16][C@H:15]([CH:18]([NH:21][C:22]([O:24][C:25]([CH3:28])([CH3:27])[CH3:26])=[O:23])CO)[CH2:14][CH2:13]1)=[O:11])[CH2:7][CH3:8].[K+].[Br-].CC1(C)N([O])C(C)(C)CCC1. The yield is 0.994. The catalyst is CC(C)=O. The product is [CH2:6]([O:9][C:10]([CH:12]1[CH2:17][CH2:16][CH:15]([CH:18]([NH:21][C:22]([O:24][C:25]([CH3:26])([CH3:28])[CH3:27])=[O:23])[C:1]([OH:4])=[O:3])[CH2:14][CH2:13]1)=[O:11])[CH2:7][CH3:8]. (10) The reactants are [CH:1]1([C:4]([N:6]2[CH2:11][CH2:10][C:9]3[N:12]([C:20]4[CH:25]=[CH:24][CH:23]=[C:22]([C:26]#[C:27][C@:28]5([OH:35])[CH2:32][CH2:31][N:30]([CH3:33])[C:29]5=[O:34])[CH:21]=4)[N:13]=[C:14]([C:15]([O:17]CC)=O)[C:8]=3[CH2:7]2)=[O:5])[CH2:3][CH2:2]1.[NH3:36]. The catalyst is CO. The product is [CH:1]1([C:4]([N:6]2[CH2:11][CH2:10][C:9]3[N:12]([C:20]4[CH:25]=[CH:24][CH:23]=[C:22]([C:26]#[C:27][C@:28]5([OH:35])[CH2:32][CH2:31][N:30]([CH3:33])[C:29]5=[O:34])[CH:21]=4)[N:13]=[C:14]([C:15]([NH2:36])=[O:17])[C:8]=3[CH2:7]2)=[O:5])[CH2:2][CH2:3]1. The yield is 0.190.